This data is from Full USPTO retrosynthesis dataset with 1.9M reactions from patents (1976-2016). The task is: Predict the reactants needed to synthesize the given product. (1) Given the product [CH2:36]([C:38]1[CH:44]=[CH:43][CH:42]=[C:41]([CH2:45][CH3:46])[C:39]=1[NH:40][C:12]([C:11]1[C:7]2[CH2:6][CH2:5][CH2:4][CH2:3][C:2](=[O:1])[C:8]=2[NH:9][N:10]=1)=[O:14])[CH3:37], predict the reactants needed to synthesize it. The reactants are: [O:1]=[C:2]1[C:8]2[NH:9][N:10]=[C:11]([C:12]([OH:14])=O)[C:7]=2[CH2:6][CH2:5][CH2:4][CH2:3]1.C1C=CC2N(O)N=NC=2C=1.CCN=C=NCCCN(C)C.[CH2:36]([C:38]1[CH:44]=[CH:43][CH:42]=[C:41]([CH2:45][CH3:46])[C:39]=1[NH2:40])[CH3:37].CCN(C(C)C)C(C)C. (2) Given the product [Si:1]([O:8][CH2:9][C:10]1[N:11]([CH3:36])[C:12]2[CH:13]=[C:14]3[O:23][CH2:22][CH2:21][C:20]4[C:46]([OH:47])=[C:37]([C:38]([O:40][CH3:41])=[O:39])[C:42](=[O:43])[N:24]([CH2:25][C:26]5[CH:31]=[CH:30][C:29]([O:32][CH3:33])=[CH:28][C:27]=5[O:34][CH3:35])[C:19]=4[C:15]3=[CH:16][C:17]=2[CH:18]=1)([C:4]([CH3:7])([CH3:6])[CH3:5])([CH3:3])[CH3:2], predict the reactants needed to synthesize it. The reactants are: [Si:1]([O:8][CH2:9][C:10]1[N:11]([CH3:36])[C:12]2[C:17]([CH:18]=1)=[CH:16][C:15]1[C:19](=[N:24][CH2:25][C:26]3[CH:31]=[CH:30][C:29]([O:32][CH3:33])=[CH:28][C:27]=3[O:34][CH3:35])[CH2:20][CH2:21][CH2:22][O:23][C:14]=1[CH:13]=2)([C:4]([CH3:7])([CH3:6])[CH3:5])([CH3:3])[CH3:2].[CH:37]([C:46](OC)=[O:47])([C:42](OC)=[O:43])[C:38]([O:40][CH3:41])=[O:39]. (3) The reactants are: [N+:1]([C:4]1[CH:9]=[CH:8][C:7]([CH2:10][C:11]([O:13][CH2:14][CH3:15])=[O:12])=[CH:6][CH:5]=1)([O-:3])=[O:2].[H-].[Na+].Br[CH2:19][CH2:20][CH2:21]Br.Cl. Given the product [N+:1]([C:4]1[CH:5]=[CH:6][C:7]([C:10]2([C:11]([O:13][CH2:14][CH3:15])=[O:12])[CH2:21][CH2:20][CH2:19]2)=[CH:8][CH:9]=1)([O-:3])=[O:2], predict the reactants needed to synthesize it. (4) Given the product [F:2][C:3]1[CH:11]=[C:10]2[C:6]([C:7]([C:12]3[CH:22]=[CH:21][C:15]4[N:16]=[C:17]([CH2:19][NH:20][S:26]([CH:25]=[CH2:24])(=[O:28])=[O:27])[O:18][C:14]=4[CH:13]=3)=[CH:8][NH:9]2)=[CH:5][CH:4]=1, predict the reactants needed to synthesize it. The reactants are: Cl.[F:2][C:3]1[CH:11]=[C:10]2[C:6]([C:7]([C:12]3[CH:22]=[CH:21][C:15]4[N:16]=[C:17]([CH2:19][NH2:20])[O:18][C:14]=4[CH:13]=3)=[CH:8][NH:9]2)=[CH:5][CH:4]=1.Cl[CH2:24][CH2:25][S:26](Cl)(=[O:28])=[O:27].